The task is: Regression. Given a peptide amino acid sequence and an MHC pseudo amino acid sequence, predict their binding affinity value. This is MHC class I binding data.. This data is from Peptide-MHC class I binding affinity with 185,985 pairs from IEDB/IMGT. (1) The peptide sequence is QEGVSVTVT. The MHC is HLA-A02:06 with pseudo-sequence HLA-A02:06. The binding affinity (normalized) is 0. (2) The peptide sequence is LLNNQFGT. The MHC is H-2-Db with pseudo-sequence H-2-Db. The binding affinity (normalized) is 0. (3) The peptide sequence is ISKKAKGWF. The MHC is HLA-B35:01 with pseudo-sequence HLA-B35:01. The binding affinity (normalized) is 0. (4) The peptide sequence is YEVPAALIL. The MHC is HLA-A30:01 with pseudo-sequence HLA-A30:01. The binding affinity (normalized) is 0.0847.